The task is: Predict the product of the given reaction.. This data is from Forward reaction prediction with 1.9M reactions from USPTO patents (1976-2016). (1) Given the reactants [F:1][C:2]1[CH:3]=[C:4]([CH:14]=[CH:15][C:16]=1[F:17])[O:5][C:6]1[CH:13]=[CH:12][C:9]([CH:10]=O)=[CH:8][CH:7]=1.[CH3:18][CH:19]([CH3:36])[C:20]([NH:22][C:23]1[CH:28]=[CH:27][C:26]([CH3:29])=[C:25]([CH:30]2[CH2:35][CH2:34][NH:33][CH2:32][CH2:31]2)[CH:24]=1)=[O:21], predict the reaction product. The product is: [F:1][C:2]1[CH:3]=[C:4]([CH:14]=[CH:15][C:16]=1[F:17])[O:5][C:6]1[CH:13]=[CH:12][C:9]([CH2:10][N:33]2[CH2:34][CH2:35][CH:30]([C:25]3[CH:24]=[C:23]([NH:22][C:20](=[O:21])[CH:19]([CH3:18])[CH3:36])[CH:28]=[CH:27][C:26]=3[CH3:29])[CH2:31][CH2:32]2)=[CH:8][CH:7]=1. (2) Given the reactants C(OC([N:8]1[C:17]2[C:12](=[CH:13][C:14]([C:18]([OH:20])=O)=[CH:15][CH:16]=2)[N:11]([CH2:21][CH2:22][CH2:23][CH3:24])[CH2:10][CH2:9]1)=O)(C)(C)C.CN(C(ON1N=NC2C=CC=CC1=2)=[N+](C)C)C.F[P-](F)(F)(F)(F)F.C(N(C(C)C)CC)(C)C.[NH2:58][C@@H:59]([CH2:73][C:74]1[CH:79]=[C:78]([F:80])[CH:77]=[C:76]([F:81])[CH:75]=1)[C@H:60]([OH:72])[CH2:61][NH:62][CH2:63][C:64]1[CH:69]=[CH:68][CH:67]=[C:66]([CH2:70][CH3:71])[CH:65]=1.[ClH:82], predict the reaction product. The product is: [ClH:82].[CH2:21]([N:11]1[C:12]2[C:17](=[CH:16][CH:15]=[C:14]([C:18]([NH:58][C@@H:59]([CH2:73][C:74]3[CH:75]=[C:76]([F:81])[CH:77]=[C:78]([F:80])[CH:79]=3)[C@H:60]([OH:72])[CH2:61][NH:62][CH2:63][C:64]3[CH:69]=[CH:68][CH:67]=[C:66]([CH2:70][CH3:71])[CH:65]=3)=[O:20])[CH:13]=2)[NH:8][CH2:9][CH2:10]1)[CH2:22][CH2:23][CH3:24].